This data is from Catalyst prediction with 721,799 reactions and 888 catalyst types from USPTO. The task is: Predict which catalyst facilitates the given reaction. (1) Reactant: [Cl:1][C:2]1[CH:7]=[CH:6][C:5]([C:8]2[C:13]([C:14]3[CH:19]=[CH:18][C:17]([Cl:20])=[CH:16][CH:15]=3)=[N:12][C:11]([CH:21]3[CH2:26][CH2:25][NH:24][CH2:23][CH2:22]3)=[CH:10][N:9]=2)=[CH:4][CH:3]=1.[C:27](Cl)(=[O:30])[CH2:28][CH3:29]. Product: [Cl:1][C:2]1[CH:7]=[CH:6][C:5]([C:8]2[N:9]=[CH:10][C:11]([CH:21]3[CH2:26][CH2:25][N:24]([C:27](=[O:30])[CH2:28][CH3:29])[CH2:23][CH2:22]3)=[N:12][C:13]=2[C:14]2[CH:19]=[CH:18][C:17]([Cl:20])=[CH:16][CH:15]=2)=[CH:4][CH:3]=1. The catalyst class is: 2. (2) Reactant: [Cl:1][C:2]1[CH:3]=[C:4]([CH:25]=[CH:26][C:27](O)=[O:28])[CH:5]=[N:6][C:7]=1[NH:8][CH:9]1[CH2:14][CH2:13][N:12]([C:15](=[O:24])[NH:16][C:17]2[CH:22]=[CH:21][C:20]([Cl:23])=[CH:19][CH:18]=2)[CH2:11][CH2:10]1.[O:30]1[CH2:35][CH2:34][CH2:33][CH2:32][CH:31]1[O:36][NH2:37].CCN=C=NCCCN(C)C.C1C=CC2N(O)N=NC=2C=1. Product: [Cl:1][C:2]1[C:7]([NH:8][CH:9]2[CH2:14][CH2:13][N:12]([C:15]([NH:16][C:17]3[CH:18]=[CH:19][C:20]([Cl:23])=[CH:21][CH:22]=3)=[O:24])[CH2:11][CH2:10]2)=[N:6][CH:5]=[C:4](/[CH:25]=[CH:26]/[C:27](=[O:28])[NH:37][O:36][CH:31]2[CH2:32][CH2:33][CH2:34][CH2:35][O:30]2)[CH:3]=1. The catalyst class is: 173. (3) Reactant: C12BC(CCC1)CCC2.[CH3:10][O:11][C:12]1[CH:17]=[C:16]([N+:18]([O-:20])=[O:19])[CH:15]=[CH:14][C:13]=1[N:21]1[CH:26]=[CH:25][CH:24]=[C:23]([CH:27]=[CH2:28])[C:22]1=[O:29].[OH-].[Na+].OO.S(OS([O-])=O)([O-])=[O:35].[Na+].[Na+]. Product: [OH:35][CH2:28][CH2:27][C:23]1[C:22](=[O:29])[N:21]([C:13]2[CH:14]=[CH:15][C:16]([N+:18]([O-:20])=[O:19])=[CH:17][C:12]=2[O:11][CH3:10])[CH:26]=[CH:25][CH:24]=1. The catalyst class is: 7. (4) Reactant: N1C=CN2C=1C(C(N)=O)=NC=C2.[F:13][C:14]1[CH:19]=[C:18]([F:20])[CH:17]=[CH:16][C:15]=1[CH2:21][NH:22][C:23]([C:25]1[C:26](=[O:50])[C:27]([O:42]CC2C=CC=CC=2)=[C:28]2[C:33](=[O:34])[N:32]3[CH2:35][C@H:36]4[CH2:40][CH2:39][CH2:38][N:37]4[C@@H:31]3[CH2:30][N:29]2[CH:41]=1)=[O:24].[OH-].[NH4+]. Product: [F:13][C:14]1[CH:19]=[C:18]([F:20])[CH:17]=[CH:16][C:15]=1[CH2:21][NH:22][C:23]([C:25]1[C:26](=[O:50])[C:27]([OH:42])=[C:28]2[C:33](=[O:34])[N:32]3[CH2:35][C@H:36]4[CH2:40][CH2:39][CH2:38][N:37]4[C@@H:31]3[CH2:30][N:29]2[CH:41]=1)=[O:24]. The catalyst class is: 63. (5) Reactant: C(Cl)Cl.[CH3:4][C:5]1[O:9][C:8]([C:10]2[CH:15]=[CH:14][CH:13]=[CH:12][CH:11]=2)=[N:7][C:6]=1[CH2:16][CH2:17][OH:18].[CH3:19][S:20](Cl)(=[O:22])=[O:21]. Product: [CH3:19][S:20]([O:18][CH2:17][CH2:16][C:6]1[N:7]=[C:8]([C:10]2[CH:15]=[CH:14][CH:13]=[CH:12][CH:11]=2)[O:9][C:5]=1[CH3:4])(=[O:22])=[O:21]. The catalyst class is: 66. (6) Product: [I:17][C:3]1[C:4]([OH:9])=[N:5][C:6]([OH:8])=[N:7][C:2]=1[CH3:1]. Reactant: [CH3:1][C:2]1[N:7]=[C:6]([OH:8])[N:5]=[C:4]([OH:9])[CH:3]=1.C1C(=O)N([I:17])C(=O)C1. The catalyst class is: 52. (7) Reactant: [CH2:1]([N:3]([S:11]([C:14]1[CH:19]=[CH:18][C:17]([F:20])=[CH:16][CH:15]=1)(=[O:13])=[O:12])[C:4]1([C:7]([O:9]C)=[O:8])[CH2:6][CH2:5]1)[CH3:2].[OH-].[Na+]. Product: [CH2:1]([N:3]([S:11]([C:14]1[CH:15]=[CH:16][C:17]([F:20])=[CH:18][CH:19]=1)(=[O:12])=[O:13])[C:4]1([C:7]([OH:9])=[O:8])[CH2:6][CH2:5]1)[CH3:2]. The catalyst class is: 12.